This data is from Full USPTO retrosynthesis dataset with 1.9M reactions from patents (1976-2016). The task is: Predict the reactants needed to synthesize the given product. (1) Given the product [F:68][C:67]1[CH:66]=[CH:65][CH:64]=[C:63]([F:69])[C:62]=1[CH2:61][N:41]1[C:40]2=[N:39][N:38]([C:35]3[CH:34]=[CH:33][C:32]([NH:31][C:1]([NH:8][CH3:5])=[O:4])=[CH:37][CH:36]=3)[C:46]([CH2:47][N:48]([CH3:50])[CH3:49])=[C:45]2[C:44](=[O:51])[N:43]([C:52]2[N:53]=[N:54][C:55]([O:58][CH3:59])=[CH:56][CH:57]=2)[C:42]1=[O:60], predict the reactants needed to synthesize it. The reactants are: [C:1]([OH:4])(=O)C.[CH:5]([N:8](CC)C(C)C)(C)C.C1(P(N=[N+]=[N-])(C2C=CC=CC=2)=O)C=CC=CC=1.[NH2:31][C:32]1[CH:37]=[CH:36][C:35]([N:38]2[C:46]([CH2:47][N:48]([CH3:50])[CH3:49])=[C:45]3[C:40]([N:41]([CH2:61][C:62]4[C:67]([F:68])=[CH:66][CH:65]=[CH:64][C:63]=4[F:69])[C:42](=[O:60])[N:43]([C:52]4[N:53]=[N:54][C:55]([O:58][CH3:59])=[CH:56][CH:57]=4)[C:44]3=[O:51])=[N:39]2)=[CH:34][CH:33]=1. (2) Given the product [F:1][C:2]1[C:3]([O:22][CH3:23])=[CH:4][C:5]([CH2:17][C:18]([F:19])([F:20])[F:21])=[C:6]([C:25]2[N:30]=[CH:29][C:28]3[CH:31]=[N:32][N:33]([CH2:34][O:35][CH2:36][CH2:37][Si:38]([CH3:41])([CH3:40])[CH3:39])[C:27]=3[CH:26]=2)[CH:7]=1, predict the reactants needed to synthesize it. The reactants are: [F:1][C:2]1[C:3]([O:22][CH3:23])=[CH:4][C:5]([CH2:17][C:18]([F:21])([F:20])[F:19])=[C:6](B2OC(C)(C)C(C)(C)O2)[CH:7]=1.Cl[C:25]1[N:30]=[CH:29][C:28]2[CH:31]=[N:32][N:33]([CH2:34][O:35][CH2:36][CH2:37][Si:38]([CH3:41])([CH3:40])[CH3:39])[C:27]=2[CH:26]=1. (3) Given the product [CH3:1][O:2][CH:3]([C:6]1[CH:7]=[C:8]2[C:13](=[CH:14][C:15]=1[C:16]([F:18])([F:17])[F:19])[NH:12][C:11](=[O:20])[N:10]([N:21]([C:27](=[O:30])[CH2:28][CH3:29])[S:22]([CH3:25])(=[O:23])=[O:24])[C:9]2=[O:26])[CH2:4][CH3:5], predict the reactants needed to synthesize it. The reactants are: [CH3:1][O:2][CH:3]([C:6]1[CH:7]=[C:8]2[C:13](=[CH:14][C:15]=1[C:16]([F:19])([F:18])[F:17])[NH:12][C:11](=[O:20])[N:10]([NH:21][S:22]([CH3:25])(=[O:24])=[O:23])[C:9]2=[O:26])[CH2:4][CH3:5].[C:27](Cl)(=[O:30])[CH2:28][CH3:29]. (4) Given the product [NH2:48][CH2:47][CH2:46][CH2:45][N:35]([C@@H:31]([C:21]1[N:20]([CH2:13][C:14]2[CH:19]=[CH:18][CH:17]=[CH:16][CH:15]=2)[C:25](=[O:26])[C:24]2[CH:27]=[N:28][CH:29]=[CH:30][C:23]=2[N:22]=1)[CH:32]([CH3:34])[CH3:33])[C:36](=[O:44])[C:37]1[CH:42]=[CH:41][C:40]([CH3:43])=[CH:39][CH:38]=1.[NH2:48][CH2:47][CH2:46][CH2:45][N:35]([CH:31]([C:21]1[N:20]([CH2:13][C:14]2[CH:19]=[CH:18][CH:17]=[CH:16][CH:15]=2)[C:25](=[O:26])[C:24]2[CH:27]=[N:28][CH:29]=[CH:30][C:23]=2[N:22]=1)[CH:32]([CH3:34])[CH3:33])[C:36](=[O:44])[C:37]1[CH:42]=[CH:41][C:40]([CH3:43])=[CH:39][CH:38]=1, predict the reactants needed to synthesize it. The reactants are: C(N)(=O)C1C(=CC=CC=1)C(N)=O.[CH2:13]([N:20]1[C:25](=[O:26])[C:24]2[CH:27]=[N:28][CH:29]=[CH:30][C:23]=2[N:22]=[C:21]1[CH:31]([N:35]([CH2:45][CH2:46][CH2:47][N:48]1C(=O)C2C(=CC=CC=2)C1=O)[C:36](=[O:44])[C:37]1[CH:42]=[CH:41][C:40]([CH3:43])=[CH:39][CH:38]=1)[CH:32]([CH3:34])[CH3:33])[C:14]1[CH:19]=[CH:18][CH:17]=[CH:16][CH:15]=1.NN.